This data is from Forward reaction prediction with 1.9M reactions from USPTO patents (1976-2016). The task is: Predict the product of the given reaction. (1) Given the reactants [Cl:1][C:2]1[N:7]=[N:6][C:5]([NH2:8])=[CH:4][CH:3]=1.Br[CH:10]([CH3:14])[C:11](=O)[CH3:12], predict the reaction product. The product is: [Cl:1][C:2]1[CH:3]=[CH:4][C:5]2[N:6]([C:10]([CH3:14])=[C:11]([CH3:12])[N:8]=2)[N:7]=1. (2) Given the reactants [C:1]1([N:7]2[C:11](=[O:12])[CH:10]([C:13](=O)[CH2:14][C:15](=O)[CH3:16])[C:9]([CH3:19])=[N:8]2)[CH:6]=[CH:5][CH:4]=[CH:3][CH:2]=1.[F:20][C:21]([F:26])([F:25])[CH2:22][NH:23][NH2:24], predict the reaction product. The product is: [CH3:16][C:15]1[CH:14]=[C:13]([C:10]2[C:9]([CH3:19])=[N:8][N:7]([C:1]3[CH:6]=[CH:5][CH:4]=[CH:3][CH:2]=3)[C:11]=2[OH:12])[N:23]([CH2:22][C:21]([F:26])([F:25])[F:20])[N:24]=1.